Dataset: Full USPTO retrosynthesis dataset with 1.9M reactions from patents (1976-2016). Task: Predict the reactants needed to synthesize the given product. (1) Given the product [NH:23]1[C:24]2[C:20](=[CH:19][C:18]([N:11]3[C:12]4[C:17](=[CH:16][CH:15]=[CH:14][CH:13]=4)[CH:8]([NH:7][CH3:6])[CH2:9][CH2:10]3)=[CH:26][CH:25]=2)[CH:21]=[CH:22]1, predict the reactants needed to synthesize it. The reactants are: C(O[C:6](=O)[NH:7][CH:8]1[C:17]2[C:12](=[CH:13][CH:14]=[CH:15][CH:16]=2)[N:11]([C:18]2[CH:19]=[C:20]3[C:24](=[CH:25][CH:26]=2)[NH:23][CH:22]=[CH:21]3)[CH2:10][CH2:9]1)(C)(C)C.[H-].[Al+3].[Li+].[H-].[H-].[H-].S([O-])([O-])(=O)=O.[Na+].[Na+]. (2) Given the product [CH2:1]([C:3]1[CH:8]=[C:7]([O:9][CH3:10])[CH:6]=[C:5]([CH2:11][CH3:12])[C:4]=1[CH2:13][C:15]1[NH:19][CH:18]=[CH:17][N:16]=1)[CH3:2], predict the reactants needed to synthesize it. The reactants are: [CH2:1]([C:3]1[CH:8]=[C:7]([O:9][CH3:10])[CH:6]=[C:5]([CH2:11][CH3:12])[C:4]=1[CH:13]([C:15]1[NH:16][CH:17]=[CH:18][N:19]=1)O)[CH3:2].C([SiH](CC)CC)C.FC(F)(F)C(O)=O. (3) Given the product [CH2:1]([O:5][C:6]1[CH:11]=[CH:10][C:9]([C:12]2[C:25]3[C:20](=[CH:21][C:22]([O:28][CH3:29])=[C:23]([O:26][CH3:27])[CH:24]=3)[CH:19]3[CH:14]([CH2:15][CH2:16][CH:17]([OH:30])[CH2:18]3)[N:13]=2)=[CH:8][CH:7]=1)[CH2:2][CH2:3][CH3:4], predict the reactants needed to synthesize it. The reactants are: [CH2:1]([O:5][C:6]1[CH:11]=[CH:10][C:9]([C:12]2[C:25]3[C:20](=[CH:21][C:22]([O:28][CH3:29])=[C:23]([O:26][CH3:27])[CH:24]=3)[CH:19]3[CH:14]([CH2:15][CH2:16][CH:17]([O:30]C(=O)C)[CH2:18]3)[N:13]=2)=[CH:8][CH:7]=1)[CH2:2][CH2:3][CH3:4].C(=O)([O-])[O-].[Cs+].[Cs+]. (4) Given the product [F:1][C:2]1[CH:7]=[CH:6][C:5]([C:8]([C:16]2[CH:17]=[CH:18][C:19]([F:22])=[CH:20][CH:21]=2)([CH:10]2[CH2:11][CH2:12][NH:13][CH2:14][CH2:15]2)[OH:9])=[CH:4][CH:3]=1, predict the reactants needed to synthesize it. The reactants are: [F:1][C:2]1[CH:7]=[CH:6][C:5]([C:8]([C:16]2[CH:21]=[CH:20][C:19]([F:22])=[CH:18][CH:17]=2)([C:10]2[CH:15]=[CH:14][N:13]=[CH:12][CH:11]=2)[OH:9])=[CH:4][CH:3]=1. (5) Given the product [C:20]([C:22]1[CH:27]=[CH:26][CH:25]=[CH:24][C:23]=1[N:9]1[C:8](=[O:19])[C:7]([C:1]2[CH:6]=[CH:5][CH:4]=[CH:3][CH:2]=2)=[CH:12][C:11]([C:13]2[N:14]=[CH:15][CH:16]=[CH:17][N:18]=2)=[N:10]1)#[N:21], predict the reactants needed to synthesize it. The reactants are: [C:1]1([C:7]2[C:8](=[O:19])[NH:9][N:10]=[C:11]([C:13]3[N:18]=[CH:17][CH:16]=[CH:15][N:14]=3)[CH:12]=2)[CH:6]=[CH:5][CH:4]=[CH:3][CH:2]=1.[C:20]([C:22]1[CH:27]=[CH:26][CH:25]=[CH:24][C:23]=1B1OC(C([O-])=O)C=CO1)#[N:21].N1C=CC=CC=1. (6) The reactants are: Br[C:2]1[CH:3]=[C:4]([N:8]2[C:12]3[CH:13]([OH:16])[CH2:14][CH2:15][C:11]=3[C:10]([C:17]([O:19][CH2:20][CH3:21])=[O:18])=[N:9]2)[CH:5]=[CH:6][CH:7]=1.[C:22]([C@:24]1([OH:31])[CH2:28][CH2:27][N:26]([CH3:29])[C:25]1=[O:30])#[CH:23]. Given the product [OH:16][CH:13]1[C:12]2[N:8]([C:4]3[CH:5]=[CH:6][CH:7]=[C:2]([C:23]#[C:22][C@:24]4([OH:31])[CH2:28][CH2:27][N:26]([CH3:29])[C:25]4=[O:30])[CH:3]=3)[N:9]=[C:10]([C:17]([O:19][CH2:20][CH3:21])=[O:18])[C:11]=2[CH2:15][CH2:14]1, predict the reactants needed to synthesize it. (7) Given the product [NH2:23][C:20]1[CH:19]=[CH:18][C:17]([CH2:16][C:4]2[N:5]=[C:6]([N:13]([CH3:15])[CH3:14])[C:7]([CH2:8][C:9]([O:11][CH3:12])=[O:10])=[CH:2][N:3]=2)=[CH:22][CH:21]=1, predict the reactants needed to synthesize it. The reactants are: Cl[C:2]1[C:7]([CH2:8][C:9]([O:11][CH3:12])=[O:10])=[C:6]([N:13]([CH3:15])[CH3:14])[N:5]=[C:4]([CH2:16][C:17]2[CH:22]=[CH:21][C:20]([N+:23]([O-])=O)=[CH:19][CH:18]=2)[N:3]=1.C([O-])(=O)C.[K+]. (8) The reactants are: [Br:1][C:2]1[CH:7]=[C:6]([O:8][C:9]2[CH:14]=[CH:13][C:12]([S:15]([CH3:18])(=[O:17])=[O:16])=[CH:11][CH:10]=2)[CH:5]=[C:4]([O:19]C)[CH:3]=1.B(Br)(Br)Br.C(=O)([O-])O.[Na+]. Given the product [Br:1][C:2]1[CH:3]=[C:4]([OH:19])[CH:5]=[C:6]([O:8][C:9]2[CH:10]=[CH:11][C:12]([S:15]([CH3:18])(=[O:16])=[O:17])=[CH:13][CH:14]=2)[CH:7]=1, predict the reactants needed to synthesize it. (9) Given the product [C:8]([C:12]1[CH:13]=[CH:14][C:15](/[C:18](/[C:37]2[NH:42][C:41](=[O:43])[C:40]([C:45]#[N:46])=[CH:39][CH:38]=2)=[CH:19]\[C@H:20]2[CH2:24][CH2:23][C:22](=[O:25])[NH:21]2)=[CH:16][CH:17]=1)([CH3:11])([CH3:9])[CH3:10], predict the reactants needed to synthesize it. The reactants are: FC(F)(F)C(O)=O.[C:8]([C:12]1[CH:17]=[CH:16][C:15](/[C:18](/[C:37]2[N:42]=[C:41]([O:43]C)[C:40]([C:45]#[N:46])=[CH:39][CH:38]=2)=[CH:19]\[C@H:20]2[CH2:24][CH2:23][C:22](=[O:25])[N:21]2CC2C=CC(OC)=CC=2OC)=[CH:14][CH:13]=1)([CH3:11])([CH3:10])[CH3:9]. (10) The reactants are: [F:1][C:2]1[CH:3]=[C:4]([CH:20]=[CH:21][C:22]=1[NH:23][C:24]([NH:26][C:27]1[CH:32]=[C:31]([CH3:33])[CH:30]=[CH:29][C:28]=1[F:34])=[O:25])[O:5][C:6]1[CH:11]=[CH:10][N:9]=[C:8]([C:12]2[NH:16][CH:15]=[C:14]([C:17](O)=[O:18])[CH:13]=2)[CH:7]=1.CN(C(ON1N=NC2C=CC=NC1=2)=[N+](C)C)C.F[P-](F)(F)(F)(F)F.C(N(CC)C(C)C)(C)C.Cl.[CH3:69][O:70][C:71](=[O:75])[CH2:72][CH2:73][NH2:74].Cl. Given the product [F:1][C:2]1[CH:3]=[C:4]([CH:20]=[CH:21][C:22]=1[NH:23][C:24]([NH:26][C:27]1[CH:32]=[C:31]([CH3:33])[CH:30]=[CH:29][C:28]=1[F:34])=[O:25])[O:5][C:6]1[CH:11]=[CH:10][N:9]=[C:8]([C:12]2[NH:16][CH:15]=[C:14]([C:17]([NH:74][CH2:73][CH2:72][C:71]([O:70][CH3:69])=[O:75])=[O:18])[CH:13]=2)[CH:7]=1, predict the reactants needed to synthesize it.